This data is from Full USPTO retrosynthesis dataset with 1.9M reactions from patents (1976-2016). The task is: Predict the reactants needed to synthesize the given product. (1) The reactants are: [CH3:1][O:2][C:3]1[C:4]([N+:11]([O-:13])=[O:12])=[CH:5][C:6]([CH3:10])=[C:7]([CH:9]=1)N.Cl.N([O-])=O.[Na+].[Cu](C#N)[C:20]#[N:21].[C-]#N.[Na+]. Given the product [CH3:1][O:2][C:3]1[C:4]([N+:11]([O-:13])=[O:12])=[CH:5][C:6]([CH3:10])=[C:7]([CH:9]=1)[C:20]#[N:21], predict the reactants needed to synthesize it. (2) Given the product [CH3:17][O:16][C:13]1[CH:14]=[CH:15][C:10]([N:8]([CH3:9])[C:6]2[CH:5]=[CH:4][N:3]=[C:2]([N:24]([CH3:25])[CH3:23])[N:7]=2)=[CH:11][CH:12]=1, predict the reactants needed to synthesize it. The reactants are: Cl[C:2]1[N:7]=[C:6]([N:8]([C:10]2[CH:15]=[CH:14][C:13]([O:16][CH3:17])=[CH:12][CH:11]=2)[CH3:9])[CH:5]=[CH:4][N:3]=1.[NH4+].[F-].ClCCl.[CH3:23][N:24](C=O)[CH3:25]. (3) Given the product [Cl:8][C:6]1[CH:5]=[CH:4][C:3]([S:9]([NH2:12])(=[O:11])=[O:10])=[C:2]([NH:1][S:23](/[CH:22]=[CH:21]/[C:16]2[CH:17]=[CH:18][C:19]([Cl:20])=[C:14]([Cl:13])[CH:15]=2)(=[O:25])=[O:24])[CH:7]=1, predict the reactants needed to synthesize it. The reactants are: [NH2:1][C:2]1[CH:7]=[C:6]([Cl:8])[CH:5]=[CH:4][C:3]=1[S:9]([NH2:12])(=[O:11])=[O:10].[Cl:13][C:14]1[CH:15]=[C:16](/[CH:21]=[CH:22]/[S:23](Cl)(=[O:25])=[O:24])[CH:17]=[CH:18][C:19]=1[Cl:20].C(N(CC)CC)C. (4) Given the product [CH:14]1([S:19][CH2:8][C:9]([O:11][CH2:12][CH3:13])=[O:10])[CH2:18][CH2:17][CH2:16][CH2:15]1, predict the reactants needed to synthesize it. The reactants are: C([O-])([O-])=O.[K+].[K+].Br[CH2:8][C:9]([O:11][CH2:12][CH3:13])=[O:10].[CH:14]1([SH:19])[CH2:18][CH2:17][CH2:16][CH2:15]1. (5) Given the product [N:26]1[CH:27]=[CH:28][N:29]2[CH:34]=[C:33]([C:2]3[N:11]=[C:10]([NH:12][CH2:13][CH:14]([C:20]4[CH:25]=[CH:24][CH:23]=[CH:22][CH:21]=4)[N:15]4[CH2:19][CH2:18][CH2:17][CH2:16]4)[C:9]4[C:4](=[CH:5][CH:6]=[CH:7][CH:8]=4)[N:3]=3)[CH:32]=[CH:31][C:30]=12, predict the reactants needed to synthesize it. The reactants are: Cl[C:2]1[N:11]=[C:10]([NH:12][CH2:13][CH:14]([C:20]2[CH:25]=[CH:24][CH:23]=[CH:22][CH:21]=2)[N:15]2[CH2:19][CH2:18][CH2:17][CH2:16]2)[C:9]2[C:4](=[CH:5][CH:6]=[CH:7][CH:8]=2)[N:3]=1.[N:26]1[CH:27]=[CH:28][N:29]2[CH:34]=[C:33](B(O)O)[CH:32]=[CH:31][C:30]=12.N1C=CN2C=C(C3N=C(NCC(C4C=CC=CC=4)C4NC=CC=4)C4C(=CC=CC=4)N=3)C=CC=12.